This data is from Forward reaction prediction with 1.9M reactions from USPTO patents (1976-2016). The task is: Predict the product of the given reaction. Given the reactants [Cl:1][S:2]([OH:5])(=O)=[O:3].[F:6][C:7]([F:22])([F:21])[C:8]([N:10]1[CH2:13][CH:12]([C:14]2[CH:19]=[CH:18][CH:17]=[C:16]([F:20])[CH:15]=2)[CH2:11]1)=[O:9], predict the reaction product. The product is: [F:20][C:16]1[CH:17]=[CH:18][C:19]([S:2]([Cl:1])(=[O:5])=[O:3])=[C:14]([CH:12]2[CH2:11][N:10]([C:8](=[O:9])[C:7]([F:6])([F:21])[F:22])[CH2:13]2)[CH:15]=1.